Dataset: Full USPTO retrosynthesis dataset with 1.9M reactions from patents (1976-2016). Task: Predict the reactants needed to synthesize the given product. (1) Given the product [CH3:13][C:12](=[CH2:11])[CH2:14][O:9][C@@H:3]1[CH:4]2[CH2:7][CH2:8][N:1]([CH2:6][CH2:5]2)[CH2:2]1, predict the reactants needed to synthesize it. The reactants are: [N:1]12[CH2:8][CH2:7][CH:4]([CH2:5][CH2:6]1)[C@@H:3]([OH:9])[CH2:2]2.Br[CH2:11][C:12]([CH3:14])=[CH2:13]. (2) The reactants are: COC1C=CC=CC=1C1N=CN=C(NC2C=C(CS(N)(=O)=O)C=CC=2)N=1.Cl[C:28]1[N:33]=[CH:32][N:31]=[C:30]([NH:34][C:35]2[CH:36]=[C:37]([CH2:41][S:42]([NH2:45])(=[O:44])=[O:43])[CH:38]=[CH:39][CH:40]=2)[N:29]=1.[F:46][C:47]1[CH:52]=[CH:51][C:50](B(O)O)=[C:49]([O:56][CH:57]([CH3:59])[CH3:58])[CH:48]=1. Given the product [F:46][C:47]1[CH:52]=[CH:51][C:50]([C:28]2[N:33]=[CH:32][N:31]=[C:30]([NH:34][C:35]3[CH:36]=[C:37]([CH2:41][S:42]([NH2:45])(=[O:44])=[O:43])[CH:38]=[CH:39][CH:40]=3)[N:29]=2)=[C:49]([O:56][CH:57]([CH3:59])[CH3:58])[CH:48]=1, predict the reactants needed to synthesize it. (3) Given the product [CH3:13][O:12][C:3]1[C:4]([N+:9]([O-:11])=[O:10])=[CH:5][C:6]([CH2:8][Br:21])=[CH:7][C:2]=1[F:1], predict the reactants needed to synthesize it. The reactants are: [F:1][C:2]1[CH:7]=[C:6]([CH3:8])[CH:5]=[C:4]([N+:9]([O-:11])=[O:10])[C:3]=1[O:12][CH3:13].C1C(=O)N([Br:21])C(=O)C1. (4) Given the product [CH2:1]([O:3][C:4]([C:6]1[C:14]2[C:9](=[CH:10][CH:11]=[C:12]([O:15][C:39]3[CH:40]=[CH:41][C:36]([C:35]([F:46])([F:45])[F:34])=[CH:37][CH:38]=3)[CH:13]=2)[N:8]([C:16]2[CH:21]=[CH:20][C:19]([CH:22]3[CH2:27][CH2:26][NH:25][CH2:24][CH2:23]3)=[CH:18][CH:17]=2)[C:7]=1[CH2:28][C:29]([O:31][CH2:32][CH3:33])=[O:30])=[O:5])[CH3:2], predict the reactants needed to synthesize it. The reactants are: [CH2:1]([O:3][C:4]([C:6]1[C:14]2[C:9](=[CH:10][CH:11]=[C:12]([OH:15])[CH:13]=2)[N:8]([C:16]2[CH:21]=[CH:20][C:19]([CH:22]3[CH2:27][CH2:26][NH:25][CH2:24][CH2:23]3)=[CH:18][CH:17]=2)[C:7]=1[CH2:28][C:29]([O:31][CH2:32][CH3:33])=[O:30])=[O:5])[CH3:2].[F:34][C:35]([F:46])([F:45])[C:36]1[CH:41]=[CH:40][C:39](B(O)O)=[CH:38][CH:37]=1. (5) Given the product [Cl:1][C:2]1[CH:10]=[CH:9][CH:8]=[C:7]2[C:3]=1[C:4](=[O:5])[NH:6][CH:15]([CH2:16][NH:17][C:18](=[O:24])[O:19][C:20]([CH3:23])([CH3:22])[CH3:21])[NH:11]2, predict the reactants needed to synthesize it. The reactants are: [Cl:1][C:2]1[CH:10]=[CH:9][CH:8]=[C:7]([N+:11]([O-])=O)[C:3]=1[C:4]([NH2:6])=[O:5].O=[CH:15][CH2:16][NH:17][C:18](=[O:24])[O:19][C:20]([CH3:23])([CH3:22])[CH3:21]. (6) Given the product [Cl:5][C:6]1[CH:7]=[CH:8][C:9]([CH:12]2[C:19]3[C:18]([CH2:20][OH:21])=[N:17][N:16]([CH:23]4[CH2:24][CH2:25]4)[C:15]=3[C:14](=[O:26])[N:13]2[C:27]2[CH:28]=[C:29]([CH3:37])[C:30]3[N:31]([C:33]([CH3:36])=[N:34][N:35]=3)[CH:32]=2)=[CH:10][CH:11]=1, predict the reactants needed to synthesize it. The reactants are: B(Br)(Br)Br.[Cl:5][C:6]1[CH:11]=[CH:10][C:9]([CH:12]2[C:19]3[C:18]([CH2:20][O:21]C)=[N:17][N:16]([CH:23]4[CH2:25][CH2:24]4)[C:15]=3[C:14](=[O:26])[N:13]2[C:27]2[CH:28]=[C:29]([CH3:37])[C:30]3[N:31]([C:33]([CH3:36])=[N:34][N:35]=3)[CH:32]=2)=[CH:8][CH:7]=1. (7) The reactants are: [O:1]1[C:5]2([CH2:10][CH2:9][CH:8](/[CH:11]=[N:12]/[S:13]([C:15]([CH3:18])([CH3:17])[CH3:16])=[O:14])[CH2:7][CH2:6]2)[O:4][CH2:3][CH2:2]1.[Cl-].[CH2:20]1COC[CH2:21]1. Given the product [O:1]1[C:5]2([CH2:6][CH2:7][CH:8]([CH:11]([NH:12][S:13]([C:15]([CH3:18])([CH3:17])[CH3:16])=[O:14])[CH:20]=[CH2:21])[CH2:9][CH2:10]2)[O:4][CH2:3][CH2:2]1, predict the reactants needed to synthesize it.